From a dataset of Catalyst prediction with 721,799 reactions and 888 catalyst types from USPTO. Predict which catalyst facilitates the given reaction. Reactant: [Br:1][C:2]1[CH:7]=[CH:6][C:5]([Cl:8])=[CH:4][C:3]=1[CH2:9][CH2:10][OH:11].C(N(CC)CC)C.[CH3:19][S:20](Cl)(=[O:22])=[O:21]. Product: [CH3:19][S:20]([O:11][CH2:10][CH2:9][C:3]1[CH:4]=[C:5]([Cl:8])[CH:6]=[CH:7][C:2]=1[Br:1])(=[O:22])=[O:21]. The catalyst class is: 2.